Dataset: Forward reaction prediction with 1.9M reactions from USPTO patents (1976-2016). Task: Predict the product of the given reaction. (1) Given the reactants Cl[C:2]1[N:3]=[N:4][C:5]([C:8]2[S:12][N:11]=[C:10]([CH3:13])[N:9]=2)=[CH:6][CH:7]=1.[NH:14]1[CH2:18][CH2:17][C:16]2([C:22]3[CH:23]=[CH:24][CH:25]=[CH:26][C:21]=3[CH2:20][O:19]2)[CH2:15]1.C(=O)([O-])[O-].[K+].[K+], predict the reaction product. The product is: [CH3:13][C:10]1[N:9]=[C:8]([C:5]2[N:4]=[N:3][C:2]([N:14]3[CH2:18][CH2:17][C:16]4([C:22]5[CH:23]=[CH:24][CH:25]=[CH:26][C:21]=5[CH2:20][O:19]4)[CH2:15]3)=[CH:7][CH:6]=2)[S:12][N:11]=1. (2) Given the reactants [Cl:1]N1C(=O)CCC1=O.CSC.O[CH2:13][CH:14]=[C:15]([CH2:17][CH2:18][CH:19]=[C:20]([CH2:22][CH2:23][CH:24]=[C:25]([CH3:27])[CH3:26])[CH3:21])[CH3:16].C(=O)(O)[O-].[Na+], predict the reaction product. The product is: [Cl:1][CH2:13][CH:14]=[C:15]([CH3:16])[CH2:17][CH2:18][CH:19]=[C:20]([CH3:21])[CH2:22][CH2:23][CH:24]=[C:25]([CH3:27])[CH3:26]. (3) Given the reactants [F:1][C:2]1[CH:7]=[CH:6][CH:5]=[C:4]([F:8])[C:3]=1[C:9]1[S:10][C:11]([C:18](OCC)=[O:19])=[C:12]([CH2:14][N:15]([CH3:17])[CH3:16])[N:13]=1.[H-].C([Al+]CC(C)C)C(C)C, predict the reaction product. The product is: [F:1][C:2]1[CH:7]=[CH:6][CH:5]=[C:4]([F:8])[C:3]=1[C:9]1[S:10][C:11]([CH:18]=[O:19])=[C:12]([CH2:14][N:15]([CH3:16])[CH3:17])[N:13]=1. (4) Given the reactants [N:1]([O-])=O.[Na+].[NH2:5][C:6]1[CH:14]=[C:13]([F:15])[CH:12]=[CH:11][C:7]=1[C:8]([NH2:10])=[O:9], predict the reaction product. The product is: [F:15][C:13]1[CH:12]=[CH:11][C:7]2[C:8](=[O:9])[NH:10][N:1]=[N:5][C:6]=2[CH:14]=1. (5) Given the reactants [Cl:1][C:2]1[CH:3]=[C:4]([N:22]2[C:27](=[O:28])[NH:26][C:25](=[O:29])[C:24]([C:30]#[N:31])=[N:23]2)[CH:5]=[C:6]([Cl:21])[C:7]=1[O:8][C:9]1[CH:14]=[C:13]([CH:15]([CH3:17])[CH3:16])[C:12](=[O:18])[N:11]([CH2:19][OH:20])[N:10]=1.C(N(CC)C(C)C)(C)C.[C:41](Cl)(=[O:43])[CH3:42], predict the reaction product. The product is: [Cl:21][C:6]1[CH:5]=[C:4]([N:22]2[C:27](=[O:28])[NH:26][C:25](=[O:29])[C:24]([C:30]#[N:31])=[N:23]2)[CH:3]=[C:2]([Cl:1])[C:7]=1[O:8][C:9]1[CH:14]=[C:13]([CH:15]([CH3:17])[CH3:16])[C:12](=[O:18])[N:11]([CH2:19][O:20][C:41](=[O:43])[CH3:42])[N:10]=1.